Dataset: Catalyst prediction with 721,799 reactions and 888 catalyst types from USPTO. Task: Predict which catalyst facilitates the given reaction. (1) Reactant: [C:1]([N:5]([CH3:34])[C:6]([C:8]1[N:12]2[CH2:13][CH2:14][C:15]3[C:20]([C:11]2=[C:10]([C:27]2[S:28][CH:29]=[CH:30][CH:31]=2)[C:9]=1[CH2:32][OH:33])=[CH:19][C:18]([O:21][CH:22]([CH3:24])[CH3:23])=[C:17]([O:25][CH3:26])[CH:16]=3)=[O:7])([CH3:4])([CH3:3])[CH3:2].[H-].[Na+].I[CH3:38].O. Product: [C:1]([N:5]([CH3:34])[C:6]([C:8]1[N:12]2[CH2:13][CH2:14][C:15]3[C:20]([C:11]2=[C:10]([C:27]2[S:28][CH:29]=[CH:30][CH:31]=2)[C:9]=1[CH2:32][O:33][CH3:38])=[CH:19][C:18]([O:21][CH:22]([CH3:24])[CH3:23])=[C:17]([O:25][CH3:26])[CH:16]=3)=[O:7])([CH3:4])([CH3:2])[CH3:3]. The catalyst class is: 1. (2) Reactant: [C:1]([O:5][C:6](=[O:16])[CH2:7]/[N:8]=[CH:9]/[CH:10]1[CH2:15][CH2:14][CH2:13][CH2:12][CH2:11]1)([CH3:4])([CH3:3])[CH3:2].[Cl:17][C:18]1[CH:19]=[C:20](/[CH:24]=[C:25](/[C:28]2[CH:33]=[CH:32][C:31]([Cl:34])=[CH:30][CH:29]=2)\[C:26]#[N:27])[CH:21]=[CH:22][CH:23]=1.C(N(CC)CC)C. Product: [C:1]([O:5][C:6]([CH:7]1[CH:24]([C:20]2[CH:21]=[CH:22][CH:23]=[C:18]([Cl:17])[CH:19]=2)[C:25]([C:28]2[CH:29]=[CH:30][C:31]([Cl:34])=[CH:32][CH:33]=2)([C:26]#[N:27])[CH:9]([CH:10]2[CH2:11][CH2:12][CH2:13][CH2:14][CH2:15]2)[NH:8]1)=[O:16])([CH3:4])([CH3:2])[CH3:3]. The catalyst class is: 4. (3) Reactant: [C:1]([O:5][C:6]([NH:8][C:9]1([C:15]([O:17][CH3:18])=[O:16])[CH2:14][CH2:13][NH:12][CH2:11][CH2:10]1)=[O:7])([CH3:4])([CH3:3])[CH3:2].[Br:19][C:20]1[CH:21]=[N:22][C:23](Cl)=[N:24][CH:25]=1.CCCCCC. Product: [Br:19][C:20]1[CH:21]=[N:22][C:23]([N:12]2[CH2:13][CH2:14][C:9]([NH:8][C:6]([O:5][C:1]([CH3:4])([CH3:3])[CH3:2])=[O:7])([C:15]([O:17][CH3:18])=[O:16])[CH2:10][CH2:11]2)=[N:24][CH:25]=1. The catalyst class is: 14. (4) Reactant: Br[CH2:2][C:3]1[CH:4]=[C:5]([CH:10]=[CH:11][CH:12]=1)[C:6]([O:8][CH3:9])=[O:7].[CH3:13][S:14]([O-])(=[O:16])=[O:15].[Na+]. Product: [CH3:13][S:14]([CH2:2][C:3]1[CH:4]=[C:5]([CH:10]=[CH:11][CH:12]=1)[C:6]([O:8][CH3:9])=[O:7])(=[O:16])=[O:15]. The catalyst class is: 35. (5) Reactant: [F:1][CH:2]([F:38])[O:3][C:4]1[CH:9]=[CH:8][C:7]([N:10]([CH2:17][C:18]2[CH:36]=[C:21]3[C:22](=[O:35])[N:23](CC4C=CC(OC)=CC=4)[CH2:24][CH2:25][N:20]3[N:19]=2)[C:11](=[O:16])[C:12]([F:15])([F:14])[F:13])=[C:6]([F:37])[CH:5]=1. Product: [F:38][CH:2]([F:1])[O:3][C:4]1[CH:9]=[CH:8][C:7]([N:10]([CH2:17][C:18]2[CH:36]=[C:21]3[C:22](=[O:35])[NH:23][CH2:24][CH2:25][N:20]3[N:19]=2)[C:11](=[O:16])[C:12]([F:13])([F:14])[F:15])=[C:6]([F:37])[CH:5]=1. The catalyst class is: 144. (6) Reactant: [CH2:1]([C:3]1[N:4]([CH2:16][CH2:17][CH2:18][CH2:19][NH:20][CH:21]2[CH2:25][CH2:24][S:23][CH2:22]2)[C:5]2[C:14]3[CH:13]=[CH:12][CH:11]=[CH:10][C:9]=3[N:8]=[CH:7][C:6]=2[N:15]=1)[CH3:2].C(N(CC)CC)C.[C:33](OC(=O)C)(=[O:35])[CH3:34]. Product: [CH2:1]([C:3]1[N:4]([CH2:16][CH2:17][CH2:18][CH2:19][N:20]([CH:21]2[CH2:25][CH2:24][S:23][CH2:22]2)[C:33](=[O:35])[CH3:34])[C:5]2[C:14]3[CH:13]=[CH:12][CH:11]=[CH:10][C:9]=3[N:8]=[CH:7][C:6]=2[N:15]=1)[CH3:2]. The catalyst class is: 4. (7) Reactant: [Cl:1][C:2]1[C:3]([N:10]([C:19](OC(C)(C)C)=O)[NH:11][C:12](OC(C)(C)C)=O)=[C:4]([F:9])[C:5]([F:8])=[N:6][CH:7]=1.[CH3:26]OC(OC)CC(OC)OC.CCO.OS(O)(=O)=O. Product: [Cl:1][C:2]1[C:3]([N:10]2[CH:19]=[CH:26][CH:12]=[N:11]2)=[C:4]([F:9])[C:5]([F:8])=[N:6][CH:7]=1. The catalyst class is: 25. (8) Reactant: [F:1][C:2]1[CH:7]=[CH:6][C:5]([NH:8][C:9]([C:11]2([C:14](Cl)=[O:15])[CH2:13][CH2:12]2)=[O:10])=[CH:4][CH:3]=1.[CH3:17][O:18][C:19]1[CH:20]=[C:21]2[C:26](=[CH:27][C:28]=1[O:29][CH3:30])[N:25]=[CH:24][CH:23]=[C:22]2[O:31][C:32]1[CH:37]=[CH:36][C:35]([NH2:38])=[CH:34][CH:33]=1.C(=O)([O-])[O-].[K+].[K+]. Product: [F:1][C:2]1[CH:7]=[CH:6][C:5]([NH:8][C:9]([C:11]2([C:14]([NH:38][C:35]3[CH:36]=[CH:37][C:32]([O:31][C:22]4[C:21]5[C:26](=[CH:27][C:28]([O:29][CH3:30])=[C:19]([O:18][CH3:17])[CH:20]=5)[N:25]=[CH:24][CH:23]=4)=[CH:33][CH:34]=3)=[O:15])[CH2:13][CH2:12]2)=[O:10])=[CH:4][CH:3]=1. The catalyst class is: 20. (9) Reactant: [C:9](O[C:9]([O:11][C:12]([CH3:15])([CH3:14])[CH3:13])=[O:10])([O:11][C:12]([CH3:15])([CH3:14])[CH3:13])=[O:10].[CH3:16][NH:17][CH2:18][CH2:19]/[CH:20]=[CH:21]/[C:22]1[CH:23]=[N:24][CH:25]=[CH:26][CH:27]=1. Product: [CH3:16][N:17]([C:9]([O:11][C:12]([CH3:13])([CH3:14])[CH3:15])=[O:10])[CH2:18][CH2:19]/[CH:20]=[CH:21]/[C:22]1[CH:23]=[N:24][CH:25]=[CH:26][CH:27]=1. The catalyst class is: 1. (10) Reactant: [C:1]([C:3]1[CH:8]=[CH:7][C:6]([C:9]2[N:13]3[N:14]=[C:15]([C:18]4[CH:26]=[CH:25][C:21]([C:22]([OH:24])=O)=[CH:20][CH:19]=4)[CH:16]=[CH:17][C:12]3=[N:11][CH:10]=2)=[CH:5][CH:4]=1)#[N:2].CN(C(ON1N=NC2C=CC=NC1=2)=[N+](C)C)C.F[P-](F)(F)(F)(F)F.CN1CCOCC1.Cl.[CH3:59][N:60]1[CH2:65][CH2:64][NH:63][CH2:62][C:61]1=[O:66]. Product: [CH3:59][N:60]1[CH2:65][CH2:64][N:63]([C:22]([C:21]2[CH:20]=[CH:19][C:18]([C:15]3[CH:16]=[CH:17][C:12]4[N:13]([C:9]([C:6]5[CH:7]=[CH:8][C:3]([C:1]#[N:2])=[CH:4][CH:5]=5)=[CH:10][N:11]=4)[N:14]=3)=[CH:26][CH:25]=2)=[O:24])[CH2:62][C:61]1=[O:66]. The catalyst class is: 18.